From a dataset of Rat liver microsome stability data. Regression/Classification. Given a drug SMILES string, predict its absorption, distribution, metabolism, or excretion properties. Task type varies by dataset: regression for continuous measurements (e.g., permeability, clearance, half-life) or binary classification for categorical outcomes (e.g., BBB penetration, CYP inhibition). Dataset: rlm. The drug is FC(F)(F)CC(c1ccco1)c1c(-c2ccccc2)[nH]c2cc(Cl)ccc12. The result is 0 (unstable in rat liver microsomes).